Dataset: TCR-epitope binding with 47,182 pairs between 192 epitopes and 23,139 TCRs. Task: Binary Classification. Given a T-cell receptor sequence (or CDR3 region) and an epitope sequence, predict whether binding occurs between them. (1) The epitope is VLWAHGFEL. The TCR CDR3 sequence is CASSLGGEQYF. Result: 1 (the TCR binds to the epitope). (2) The epitope is FTYASALWEI. The TCR CDR3 sequence is CASSEGNGGINIQYF. Result: 0 (the TCR does not bind to the epitope). (3) The epitope is HPKVSSEVHI. The TCR CDR3 sequence is CSATHRDRGLEQYF. Result: 1 (the TCR binds to the epitope).